The task is: Predict the reaction yield, written as a fraction of the theoretical maximum amount of product (1.0 means a 100% yield; for example, 0.34 means a 34% yield).. This data is from Reaction yield outcomes from USPTO patents with 853,638 reactions. The reactants are [F:1][C:2]1[CH:7]=[CH:6][C:5]([S:8]([N:11]2[C:15]([C:16]3[CH:21]=[CH:20][CH:19]=[CH:18][C:17]=3[C:22]([F:25])([F:24])[F:23])=[CH:14][C:13]([CH:26]=O)=[CH:12]2)(=[O:10])=[O:9])=[CH:4][CH:3]=1.[Cl-:28].C[NH3+].[C:31]([BH3-])#[N:32].[Na+]. No catalyst specified. The product is [ClH:28].[F:1][C:2]1[CH:7]=[CH:6][C:5]([S:8]([N:11]2[C:15]([C:16]3[CH:21]=[CH:20][CH:19]=[CH:18][C:17]=3[C:22]([F:25])([F:24])[F:23])=[CH:14][C:13]([CH2:26][NH:32][CH3:31])=[CH:12]2)(=[O:10])=[O:9])=[CH:4][CH:3]=1. The yield is 0.530.